Dataset: Reaction yield outcomes from USPTO patents with 853,638 reactions. Task: Predict the reaction yield, written as a fraction of the theoretical maximum amount of product (1.0 means a 100% yield; for example, 0.34 means a 34% yield). (1) The reactants are [Cl:1][C:2]1[CH:7]=[C:6]([Cl:8])[CH:5]=[CH:4][C:3]=1[C:9]1[N:10]=[C:11](/[CH:16]=[CH:17]/[C:18]2[CH:23]=[CH:22][C:21]([O:24][CH3:25])=[CH:20][CH:19]=2)[N:12]([CH2:14][CH3:15])[CH:13]=1.C1(O)C=CC=CC=1.BrC[C:35]1[CH:44]=[CH:43][C:38]([C:39]([O:41]C)=[O:40])=[CH:37][CH:36]=1. No catalyst specified. The product is [Cl:1][C:2]1[CH:7]=[C:6]([Cl:8])[CH:5]=[CH:4][C:3]=1[C:9]1[N:10]=[C:11](/[CH:16]=[CH:17]/[C:18]2[CH:19]=[CH:20][C:21]([O:24][CH2:25][C:35]3[CH:44]=[CH:43][C:38]([C:39]([OH:41])=[O:40])=[CH:37][CH:36]=3)=[CH:22][CH:23]=2)[N:12]([CH2:14][CH3:15])[CH:13]=1. The yield is 0.340. (2) The reactants are [F:1][C:2]([F:24])([F:23])[C:3]1[CH:4]=[C:5]([C:13]2[N:17]=[CH:16][N:15](/[CH:18]=[CH:19]\[C:20]([OH:22])=O)[N:14]=2)[CH:6]=[C:7]([C:9]([F:12])([F:11])[F:10])[CH:8]=1.Cl.[NH:26]([C:28]1[CH:33]=[CH:32][N:31]=[CH:30][CH:29]=1)[NH2:27].C(P1(=O)OP(CCC)(=O)OP(CCC)(=O)O1)CC.CCN(C(C)C)C(C)C. The catalyst is CCOC(C)=O. The product is [F:24][C:2]([F:23])([F:1])[C:3]1[CH:4]=[C:5]([C:13]2[N:17]=[CH:16][N:15](/[CH:18]=[CH:19]\[C:20]([NH:27][NH:26][C:28]3[CH:33]=[CH:32][N:31]=[CH:30][CH:29]=3)=[O:22])[N:14]=2)[CH:6]=[C:7]([C:9]([F:10])([F:12])[F:11])[CH:8]=1. The yield is 0.298. (3) The reactants are [C:1]([O:4][C@@H:5]1[C@@H:10]([O:11][C:12](=[O:14])[CH3:13])[C@H:9]([O:15][C:16](=[O:18])[CH3:17])[C@@H:8]([O:19]/[C:20](/[C:29]([O:31][CH2:32][CH3:33])=[O:30])=[CH:21]\[C:22]2[CH:27]=[CH:26][CH:25]=[CH:24][C:23]=2F)[O:7][C@H:6]1[CH2:34][O:35][C:36](=[O:38])[CH3:37])(=[O:3])[CH3:2].[Cl:39]C1C=CC=CC=1CC(=O)C(OCC)=O.[H-].[Na+].[Br-].C(O[C@@H]1[C@@H](OC(=O)C)[C@H](OC(=O)C)[C@@H](COC(=O)C)O[C@@H]1O)(=O)C. No catalyst specified. The product is [C:1]([O:4][C@@H:5]1[C@@H:10]([O:11][C:12](=[O:14])[CH3:13])[C@H:9]([O:15][C:16](=[O:18])[CH3:17])[C@@H:8]([O:19]/[C:20](/[C:29]([O:31][CH2:32][CH3:33])=[O:30])=[CH:21]\[C:22]2[CH:27]=[CH:26][CH:25]=[CH:24][C:23]=2[Cl:39])[O:7][C@H:6]1[CH2:34][O:35][C:36](=[O:38])[CH3:37])(=[O:3])[CH3:2]. The yield is 0.160. (4) The reactants are Cl[C:2]1[N:7]=[C:6]([C:8]2[S:12][C:11]([CH3:13])=[N:10][C:9]=2[C:14]2[CH:15]=[C:16]([NH:20][C:21](=[O:30])[C:22]3[C:27]([F:28])=[CH:26][CH:25]=[CH:24][C:23]=3[F:29])[CH:17]=[CH:18][CH:19]=2)[CH:5]=[CH:4][N:3]=1.[Cl:31][C:32]1[CH:33]=[C:34]([NH2:46])[CH:35]=[CH:36][C:37]=1[O:38][CH2:39][CH2:40][N:41]1[CH2:45][CH2:44][CH2:43][CH2:42]1. The catalyst is CC(O)C.Cl. The product is [Cl:31][C:32]1[CH:33]=[C:34]([NH:46][C:2]2[N:7]=[C:6]([C:8]3[S:12][C:11]([CH3:13])=[N:10][C:9]=3[C:14]3[CH:15]=[C:16]([NH:20][C:21](=[O:30])[C:22]4[C:27]([F:28])=[CH:26][CH:25]=[CH:24][C:23]=4[F:29])[CH:17]=[CH:18][CH:19]=3)[CH:5]=[CH:4][N:3]=2)[CH:35]=[CH:36][C:37]=1[O:38][CH2:39][CH2:40][N:41]1[CH2:42][CH2:43][CH2:44][CH2:45]1. The yield is 0.220. (5) The reactants are [C:1]1(=O)[CH2:8][CH2:7][CH2:6][CH2:5][CH2:4][CH2:3][CH2:2]1.[C-]#N.[K+].[C:13](=[O:16])([O-])[O-].[NH4+:17].[NH4+:18].[CH2:19]([OH:21])C. The catalyst is O. The product is [NH:17]1[C:1]2([CH2:8][CH2:7][CH2:6][CH2:5][CH2:4][CH2:3][CH2:2]2)[C:19](=[O:21])[NH:18][C:13]1=[O:16]. The yield is 0.730. (6) The reactants are [F:1][C:2]([F:17])([F:16])[C:3]1[CH:8]=[CH:7][C:6]([CH2:9][NH2:10])=[C:5]([N:11]2[CH2:15][CH2:14][CH2:13][CH2:12]2)[CH:4]=1.ClC(Cl)(O[C:22](=[O:28])[O:23][C:24](Cl)(Cl)Cl)Cl.[N-:30]=[C:31]=[O:32]. The catalyst is CCOC(C)=O.CN(C=O)C. The product is [F:17][C:2]([F:1])([F:16])[C:3]1[CH:8]=[CH:7][C:6]([CH2:9][NH:10][C:31]([NH:30][C:6]2[C:9]3[NH:10][C:22](=[O:28])[O:23][C:24]=3[CH:3]=[CH:4][CH:5]=2)=[O:32])=[C:5]([N:11]2[CH2:15][CH2:14][CH2:13][CH2:12]2)[CH:4]=1. The yield is 0.200. (7) The reactants are Br[C:2]1[CH:7]=[CH:6][C:5]([CH:8]([OH:13])[C:9]([F:12])([F:11])[F:10])=[CH:4][CH:3]=1.[C:14]1([CH3:23])[CH:19]=[CH:18][CH:17]=[C:16](B(O)O)[CH:15]=1.C([O-])([O-])=O.[Na+].[Na+].C(C#N)(C)=O. The catalyst is Cl[Pd](Cl)([P](C1C=CC=CC=1)(C1C=CC=CC=1)C1C=CC=CC=1)[P](C1C=CC=CC=1)(C1C=CC=CC=1)C1C=CC=CC=1.O. The product is [F:10][C:9]([F:12])([F:11])[CH:8]([C:5]1[CH:6]=[CH:7][CH:2]=[CH:3][C:4]=1[C:16]1[CH:17]=[CH:18][CH:19]=[C:14]([CH3:23])[CH:15]=1)[OH:13]. The yield is 0.790.